From a dataset of Catalyst prediction with 721,799 reactions and 888 catalyst types from USPTO. Predict which catalyst facilitates the given reaction. Reactant: [OH-].[Na+].[CH3:3][CH:4]([OH:6])[CH3:5].Br[CH2:8][C:9]([O:11][C:12]([CH3:15])([CH3:14])[CH3:13])=[O:10]. Product: [CH:4]([O:6][CH2:8][C:9]([O:11][C:12]([CH3:15])([CH3:14])[CH3:13])=[O:10])([CH3:5])[CH3:3]. The catalyst class is: 48.